Regression. Given a peptide amino acid sequence and an MHC pseudo amino acid sequence, predict their binding affinity value. This is MHC class I binding data. From a dataset of Peptide-MHC class I binding affinity with 185,985 pairs from IEDB/IMGT. (1) The peptide sequence is QTVEMSPFY. The MHC is HLA-A66:01 with pseudo-sequence HLA-A66:01. The binding affinity (normalized) is 0.337. (2) The peptide sequence is DVDIPTFNSL. The MHC is HLA-A02:06 with pseudo-sequence HLA-A02:06. The binding affinity (normalized) is 0.151. (3) The peptide sequence is FIVNTNVPR. The MHC is HLA-B27:05 with pseudo-sequence HLA-B27:05. The binding affinity (normalized) is 0.403. (4) The peptide sequence is LFDVIPVSY. The MHC is HLA-A26:01 with pseudo-sequence HLA-A26:01. The binding affinity (normalized) is 0. (5) The peptide sequence is GAVDLSHFL. The MHC is HLA-B57:01 with pseudo-sequence HLA-B57:01. The binding affinity (normalized) is 0.0362. (6) The peptide sequence is VRGGMVAPL. The MHC is HLA-A01:01 with pseudo-sequence HLA-A01:01. The binding affinity (normalized) is 0.0847.